Dataset: Forward reaction prediction with 1.9M reactions from USPTO patents (1976-2016). Task: Predict the product of the given reaction. (1) Given the reactants [F:1][C:2]([F:19])([F:18])[CH2:3][NH:4][C:5]1[N:13]=[CH:12][C:11]([C:14]([F:17])([F:16])[F:15])=[CH:10][C:6]=1[C:7]([OH:9])=O.[CH3:20][C:21]([NH2:25])([C:23]#[CH:24])[CH3:22].CCN=C=NCCCN(C)C.CCN(C(C)C)C(C)C.C1C=CC2N(O)N=NC=2C=1, predict the reaction product. The product is: [CH3:20][C:21]([NH:25][C:7](=[O:9])[C:6]1[CH:10]=[C:11]([C:14]([F:17])([F:16])[F:15])[CH:12]=[N:13][C:5]=1[NH:4][CH2:3][C:2]([F:1])([F:19])[F:18])([C:23]#[CH:24])[CH3:22]. (2) Given the reactants [Cl:1][C:2]1[C:10]([C:11]([O:13]C)=[O:12])=[C:9]2[N:5]([CH2:6][CH2:7][CH2:8]2)[C:4](=[O:15])[C:3]=1[F:16].C1COCC1.[OH-].[Na+].Cl, predict the reaction product. The product is: [Cl:1][C:2]1[C:10]([C:11]([OH:13])=[O:12])=[C:9]2[N:5]([CH2:6][CH2:7][CH2:8]2)[C:4](=[O:15])[C:3]=1[F:16]. (3) Given the reactants C(=O)([O-])[O-].[Cs+].[Cs+].C1(P(C2C=CC=CC=2)C2C=CC3C(=CC=CC=3)C=2C2C3C(=CC=CC=3)C=CC=2P(C2C=CC=CC=2)C2C=CC=CC=2)C=CC=CC=1.Br[C:54]1[CH:55]=[N:56][C:57]([C:60]2[CH:65]=[CH:64][C:63]([O:66][CH:67]3[CH2:72][CH2:71][CH2:70][CH2:69][O:68]3)=[CH:62][CH:61]=2)=[N:58][CH:59]=1.[NH:73]1[CH2:78][CH2:77][CH:76]([C:79]([O:81][CH2:82][CH3:83])=[O:80])[CH2:75][CH2:74]1, predict the reaction product. The product is: [O:68]1[CH2:69][CH2:70][CH2:71][CH2:72][CH:67]1[O:66][C:63]1[CH:64]=[CH:65][C:60]([C:57]2[N:56]=[CH:55][C:54]([N:73]3[CH2:78][CH2:77][CH:76]([C:79]([O:81][CH2:82][CH3:83])=[O:80])[CH2:75][CH2:74]3)=[CH:59][N:58]=2)=[CH:61][CH:62]=1.